From a dataset of Reaction yield outcomes from USPTO patents with 853,638 reactions. Predict the reaction yield, written as a fraction of the theoretical maximum amount of product (1.0 means a 100% yield; for example, 0.34 means a 34% yield). (1) The reactants are [OH:1][C:2]1[CH:3]=[C:4]2[C:17](=[CH:18][CH:19]=1)[C:16]1[C:7](=[C:8]3[C:13](=[CH:14][CH:15]=1)[NH:12][C:11]([CH3:21])([CH3:20])[CH:10]=[C:9]3[CH3:22])[C:6](=[O:23])[O:5]2.C(=O)([O-])[O-].[K+].[K+].[C:30]([O:33][CH2:34]C)(=O)C.C(OCC)C. The catalyst is CN(C)C=O. The product is [CH3:30][O:33][CH2:34][O:1][C:2]1[CH:3]=[C:4]2[C:17](=[CH:18][CH:19]=1)[C:16]1[C:7](=[C:8]3[C:13](=[CH:14][CH:15]=1)[NH:12][C:11]([CH3:20])([CH3:21])[CH:10]=[C:9]3[CH3:22])[C:6](=[O:23])[O:5]2. The yield is 0.660. (2) The catalyst is C1(C)C=CC=CC=1. The reactants are C(O[C:4](=[O:17])[C:5]([NH:7][C:8]1[CH:13]=[CH:12][C:11]([N+:14]([O-:16])=[O:15])=[CH:10][CH:9]=1)=[O:6])C.C(N(CC)CC)C.[NH2:25][C:26]1[CH:31]=[C:30]([CH3:32])[CH:29]=[C:28]([CH3:33])[N:27]=1. The product is [CH3:32][C:30]1[CH:29]=[C:28]([CH3:33])[N:27]=[C:26]([NH:25][C:4](=[O:17])[C:5]([NH:7][C:8]2[CH:9]=[CH:10][C:11]([N+:14]([O-:16])=[O:15])=[CH:12][CH:13]=2)=[O:6])[CH:31]=1. The yield is 0.740. (3) The reactants are C([O:8][C:9]1[C:10]2[CH:31]=[CH:30][CH:29]=[CH:28][C:11]=2[C:12]2[C@H:13]([CH2:26][Cl:27])[CH2:14][N:15]([C:18](=[O:25])[CH2:19][CH2:20][CH2:21][C:22]([OH:24])=[O:23])[C:16]=2[CH:17]=1)C1C=CC=CC=1. The catalyst is C1COCC1.CO.[Pd]. The product is [Cl:27][CH2:26][C@H:13]1[C:12]2[C:11]3[CH:28]=[CH:29][CH:30]=[CH:31][C:10]=3[C:9]([OH:8])=[CH:17][C:16]=2[N:15]([C:18](=[O:25])[CH2:19][CH2:20][CH2:21][C:22]([OH:24])=[O:23])[CH2:14]1. The yield is 0.900. (4) The product is [Cl:1][C:2]1[CH:7]=[C:6]([N+:8]([O-:10])=[O:9])[C:5]([O:11][CH3:12])=[CH:4][C:3]=1[N:34]1[CH2:39][CH2:38][CH:37]([N:40]2[CH2:41][CH2:42][N:43]([C:46]([O:48][CH2:49][C:50]3[CH:55]=[CH:54][CH:53]=[CH:52][CH:51]=3)=[O:47])[CH2:44][CH2:45]2)[CH2:36][CH2:35]1. The reactants are [Cl:1][C:2]1[CH:7]=[C:6]([N+:8]([O-:10])=[O:9])[C:5]([O:11][CH3:12])=[CH:4][C:3]=1F.C([O-])([O-])=O.[K+].[K+].FC(F)(F)C(O)=O.FC(F)(F)C(O)=O.[NH:34]1[CH2:39][CH2:38][CH:37]([N:40]2[CH2:45][CH2:44][N:43]([C:46]([O:48][CH2:49][C:50]3[CH:55]=[CH:54][CH:53]=[CH:52][CH:51]=3)=[O:47])[CH2:42][CH2:41]2)[CH2:36][CH2:35]1.O. The yield is 1.00. The catalyst is CS(C)=O. (5) The reactants are [Cl:1][C:2]1[C:3]([CH3:21])=[C:4]([S:8]([NH:11][C:12]2[S:13][C:14]([CH2:17][C:18]([OH:20])=O)=[CH:15][N:16]=2)(=[O:10])=[O:9])[CH:5]=[CH:6][CH:7]=1.CCN=C=NCCCN(C)C.C(N(CC)CC)C.[NH:40]1[CH2:45][CH2:44][O:43][CH2:42][CH2:41]1. The catalyst is C(Cl)Cl.CN(C=O)C.CN(C1C=CN=CC=1)C. The product is [Cl:1][C:2]1[C:3]([CH3:21])=[C:4]([S:8]([NH:11][C:12]2[S:13][C:14]([CH2:17][C:18]([N:40]3[CH2:45][CH2:44][O:43][CH2:42][CH2:41]3)=[O:20])=[CH:15][N:16]=2)(=[O:9])=[O:10])[CH:5]=[CH:6][CH:7]=1. The yield is 0.100. (6) The reactants are [C:1]([N:8]1[CH2:15][CH2:14][CH2:13][C@@H:9]1[C:10]([NH2:12])=O)([O:3][C:4]([CH3:7])([CH3:6])[CH3:5])=[O:2].COC1C=CC(P2(SP(C3C=CC(OC)=CC=3)(=S)S2)=[S:25])=CC=1. The catalyst is C(Cl)Cl. The product is [C:10]([C@H:9]1[CH2:13][CH2:14][CH2:15][N:8]1[C:1]([O:3][C:4]([CH3:7])([CH3:6])[CH3:5])=[O:2])(=[S:25])[NH2:12]. The yield is 0.940.